Dataset: Catalyst prediction with 721,799 reactions and 888 catalyst types from USPTO. Task: Predict which catalyst facilitates the given reaction. (1) Reactant: [NH2:1][C:2]1[N:3]([C@@H:12]2[O:18][C@H:17]([CH2:19][OH:20])[C@@H:15]([OH:16])[C@H:13]2[OH:14])[C:4]2[C:9]([N:10]=1)=[C:8](Cl)[N:7]=[CH:6][N:5]=2.Cl.[CH3:22][C:23]([CH3:27])=[CH:24][CH2:25][NH2:26]. Product: [NH2:1][C:2]1[N:3]([C@@H:12]2[O:18][C@H:17]([CH2:19][OH:20])[C@@H:15]([OH:16])[C@H:13]2[OH:14])[C:4]2[C:9]([N:10]=1)=[C:8]([NH:26][CH2:25][CH:24]=[C:23]([CH3:27])[CH3:22])[N:7]=[CH:6][N:5]=2. The catalyst class is: 259. (2) Reactant: [NH2:1][C:2]1[CH:7]=[C:6]([O:8][C:9]2[CH:10]=[CH:11][C:12]([NH:15][C:16]([C:18]3[C:19](=[O:33])[N:20]([C:27]4[CH:32]=[CH:31][CH:30]=[CH:29][CH:28]=4)[N:21]4[CH2:26][CH2:25][CH2:24][CH2:23][C:22]=34)=[O:17])=[N:13][CH:14]=2)[CH:5]=[CH:4][N:3]=1.[CH:34]1([C:37](Cl)=[O:38])[CH2:36][CH2:35]1. Product: [CH:34]1([C:37]([NH:1][C:2]2[CH:7]=[C:6]([O:8][C:9]3[CH:10]=[CH:11][C:12]([NH:15][C:16]([C:18]4[C:19](=[O:33])[N:20]([C:27]5[CH:28]=[CH:29][CH:30]=[CH:31][CH:32]=5)[N:21]5[CH2:26][CH2:25][CH2:24][CH2:23][C:22]=45)=[O:17])=[N:13][CH:14]=3)[CH:5]=[CH:4][N:3]=2)=[O:38])[CH2:36][CH2:35]1. The catalyst class is: 228. (3) Reactant: [OH:1][C:2]1[CH:9]=[CH:8][CH:7]=[CH:6][C:3]=1[CH2:4][OH:5].Cl[CH2:11][C:12]1[CH:17]=[CH:16][C:15]([C:18]2[CH:23]=[CH:22][C:21]([C:24]([F:27])([F:26])[F:25])=[CH:20][CH:19]=2)=[CH:14][CH:13]=1.C(=O)([O-])[O-].[K+].[K+]. Product: [F:25][C:24]([F:26])([F:27])[C:21]1[CH:20]=[CH:19][C:18]([C:15]2[CH:16]=[CH:17][C:12]([CH2:11][O:1][C:2]3[CH:9]=[CH:8][CH:7]=[CH:6][C:3]=3[CH2:4][OH:5])=[CH:13][CH:14]=2)=[CH:23][CH:22]=1. The catalyst class is: 10. (4) Reactant: [C:1]([C:6]1[CH:7]=[C:8]([C:27]#[N:28])[C:9]([N:14]2[CH2:19][CH2:18][CH:17]([C:20]([O:22]C(C)(C)C)=[O:21])[CH2:16][CH2:15]2)=[N:10][C:11]=1[O:12][CH3:13])(=[O:5])[CH2:2][CH2:3][CH3:4]. Product: [C:1]([C:6]1[CH:7]=[C:8]([C:27]#[N:28])[C:9]([N:14]2[CH2:19][CH2:18][CH:17]([C:20]([OH:22])=[O:21])[CH2:16][CH2:15]2)=[N:10][C:11]=1[O:12][CH3:13])(=[O:5])[CH2:2][CH2:3][CH3:4]. The catalyst class is: 137. (5) Reactant: [F:1][C:2]1([F:18])[CH2:7][CH2:6][C:5](=[C:8]([C:11]2[CH:12]=[N:13][C:14]([CH3:17])=[N:15][CH:16]=2)[C:9]#[N:10])[CH2:4][CH2:3]1.N.O. Product: [F:18][C:2]1([F:1])[CH2:7][CH2:6][CH:5]([CH:8]([C:11]2[CH:16]=[N:15][C:14]([CH3:17])=[N:13][CH:12]=2)[CH2:9][NH2:10])[CH2:4][CH2:3]1. The catalyst class is: 94. (6) The catalyst class is: 4. Product: [CH3:28][N:25]1[CH2:24][CH2:23][N:22]([C:19]2[CH:18]=[CH:17][C:16]([NH:15][C:13]3[N:14]=[C:7]4[C:6]([O:5][C:4]5[CH:3]=[C:2]([NH:1][C:37](=[O:40])[CH:38]=[CH2:39])[CH:31]=[CH:30][CH:29]=5)=[CH:11][CH:10]=[CH:9][N:8]4[N:12]=3)=[CH:21][CH:20]=2)[CH2:27][CH2:26]1. Reactant: [NH2:1][C:2]1[CH:3]=[C:4]([CH:29]=[CH:30][CH:31]=1)[O:5][C:6]1[C:7]2[N:8]([N:12]=[C:13]([NH:15][C:16]3[CH:21]=[CH:20][C:19]([N:22]4[CH2:27][CH2:26][N:25]([CH3:28])[CH2:24][CH2:23]4)=[CH:18][CH:17]=3)[N:14]=2)[CH:9]=[CH:10][CH:11]=1.C(=O)(O)[O-].[Na+].[C:37](Cl)(=[O:40])[CH:38]=[CH2:39]. (7) Reactant: [Br:1][C:2]1[CH:12]=[CH:11][C:5]2[S:6](=[O:10])(=[O:9])[CH:7]=[CH:8][C:4]=2[CH:3]=1.[BH4-].[Na+]. Product: [Br:1][C:2]1[CH:12]=[CH:11][C:5]2[S:6](=[O:10])(=[O:9])[CH2:7][CH2:8][C:4]=2[CH:3]=1. The catalyst class is: 8.